Dataset: Full USPTO retrosynthesis dataset with 1.9M reactions from patents (1976-2016). Task: Predict the reactants needed to synthesize the given product. (1) The reactants are: [CH3:1][C:2]([CH3:5])([O-:4])[CH3:3].[K+].[C:7]([O:11][CH2:12][CH2:13][O:14][C:15](=[O:25])[C:16]1[CH:21]=[C:20]([F:22])[C:19](F)=[C:18]([F:24])[CH:17]=1)([CH3:10])([CH3:9])[CH3:8].[Cl-].[NH4+].C1C[O:31][CH2:30][CH2:29]1. Given the product [C:7]([O:11][CH2:12][CH2:13][O:14][C:15](=[O:25])[C:16]1[CH:17]=[C:18]([F:24])[C:19]([O:31][CH2:30][CH2:29][O:4][C:2]([CH3:5])([CH3:3])[CH3:1])=[C:20]([F:22])[CH:21]=1)([CH3:8])([CH3:9])[CH3:10], predict the reactants needed to synthesize it. (2) Given the product [Br:1][C:2]1[C:3]([NH2:11])=[N:4][C:5]([S:9]([CH3:10])=[O:20])=[N:6][C:7]=1[Cl:8], predict the reactants needed to synthesize it. The reactants are: [Br:1][C:2]1[C:3]([NH2:11])=[N:4][C:5]([S:9][CH3:10])=[N:6][C:7]=1[Cl:8].ClC1C=CC=C(C(OO)=[O:20])C=1. (3) Given the product [Br:18][CH2:5][C:6]([C:8]1[CH:13]=[N:12][C:11]([O:14][CH:15]([F:17])[F:16])=[CH:10][CH:9]=1)=[O:7], predict the reactants needed to synthesize it. The reactants are: C([O:5][C:6]([C:8]1[CH:9]=[CH:10][C:11]([O:14][CH:15]([F:17])[F:16])=[N:12][CH:13]=1)=[CH2:7])CCC.[Br:18]N1C(=O)CCC1=O.